Dataset: Reaction yield outcomes from USPTO patents with 853,638 reactions. Task: Predict the reaction yield, written as a fraction of the theoretical maximum amount of product (1.0 means a 100% yield; for example, 0.34 means a 34% yield). (1) The reactants are [Cl-].O[NH3+:3].[C:4](=[O:7])([O-])[OH:5].[Na+].CS(C)=O.[OH:13][C:14]([CH3:50])([CH3:49])[CH2:15][O:16][C:17]1[CH:22]=[CH:21][C:20]([N:23]2[C:28](=[O:29])[C:27]([CH2:30][C:31]3[CH:36]=[CH:35][C:34]([C:37]4[C:38]([C:43]#[N:44])=[CH:39][CH:40]=[CH:41][CH:42]=4)=[CH:33][CH:32]=3)=[C:26]([CH2:45][CH2:46][CH3:47])[N:25]=[C:24]2[CH3:48])=[CH:19][CH:18]=1. The catalyst is O.C(OCC)(=O)C. The product is [OH:13][C:14]([CH3:49])([CH3:50])[CH2:15][O:16][C:17]1[CH:22]=[CH:21][C:20]([N:23]2[C:28](=[O:29])[C:27]([CH2:30][C:31]3[CH:36]=[CH:35][C:34]([C:37]4[CH:42]=[CH:41][CH:40]=[CH:39][C:38]=4[C:43]4[NH:3][C:4](=[O:7])[O:5][N:44]=4)=[CH:33][CH:32]=3)=[C:26]([CH2:45][CH2:46][CH3:47])[N:25]=[C:24]2[CH3:48])=[CH:19][CH:18]=1. The yield is 0.680. (2) The reactants are [CH:1]1([S:6]([C:8]2[CH:9]=[C:10]([CH3:17])[CH:11]=[CH:12][C:13]=2[N+:14]([O-])=O)=[O:7])[CH2:5][CH2:4][CH2:3][CH2:2]1.C1C=C(Cl)C=C([C:25]([O:27]O)=O)C=1.C1(S(C2C=C(C)C=CC=2N)=O)CCCC1.[NH2:44][C:45]1[S:46][CH:47]=[CH:48][N:49]=1. No catalyst specified. The product is [CH:1]1([S:6]([C:8]2[CH:9]=[C:10]([CH3:17])[CH:11]=[CH:12][C:13]=2[NH:14][C:25]([NH:44][C:45]2[S:46][CH:47]=[CH:48][N:49]=2)=[O:27])=[O:7])[CH2:5][CH2:4][CH2:3][CH2:2]1. The yield is 0.650. (3) The reactants are [CH2:1]([C:3]1[N:4]=[C:5]([CH2:27][CH2:28][CH3:29])[N:6]([CH2:12][C:13]2[CH:18]=[CH:17][C:16]([C:19]3[C:20]([C:25]#[N:26])=[CH:21][CH:22]=[CH:23][CH:24]=3)=[CH:15][CH:14]=2)[C:7](=[O:11])[C:8]=1[CH:9]=O)[CH3:2].[NH:30]1[CH2:35][CH2:34][O:33][CH2:32][CH2:31]1.C(O[BH-](OC(=O)C)OC(=O)C)(=O)C.[Na+]. The catalyst is C(O)(=O)C.C(OCC)(=O)C. The product is [CH2:1]([C:3]1[N:4]=[C:5]([CH2:27][CH2:28][CH3:29])[N:6]([CH2:12][C:13]2[CH:18]=[CH:17][C:16]([C:19]3[C:20]([C:25]#[N:26])=[CH:21][CH:22]=[CH:23][CH:24]=3)=[CH:15][CH:14]=2)[C:7](=[O:11])[C:8]=1[CH2:9][N:30]1[CH2:35][CH2:34][O:33][CH2:32][CH2:31]1)[CH3:2]. The yield is 0.350. (4) The reactants are [C:1]1([CH3:25])[CH:6]=[CH:5][C:4]([S:7]([CH2:10][CH2:11][O:12][C:13](=[O:24])[CH2:14][CH2:15][C:16]2[CH:21]=[CH:20][CH:19]=[CH:18][C:17]=2[O:22][CH3:23])(=[O:9])=[O:8])=[CH:3][CH:2]=1.[Cl:26][S:27](O)(=[O:29])=[O:28]. The catalyst is C(Cl)Cl. The product is [C:1]1([CH3:25])[CH:6]=[CH:5][C:4]([S:7]([CH2:10][CH2:11][O:12][C:13](=[O:24])[CH2:14][CH2:15][C:16]2[CH:21]=[C:20]([S:27]([Cl:26])(=[O:29])=[O:28])[CH:19]=[CH:18][C:17]=2[O:22][CH3:23])(=[O:8])=[O:9])=[CH:3][CH:2]=1. The yield is 0.740.